From a dataset of Reaction yield outcomes from USPTO patents with 853,638 reactions. Predict the reaction yield, written as a fraction of the theoretical maximum amount of product (1.0 means a 100% yield; for example, 0.34 means a 34% yield). (1) The reactants are [OH:1][CH2:2][C:3]1([CH2:7][O:8][C@H:9]2[CH2:14][CH2:13][C@H:12]([N:15]3[C:20](=[O:21])[C:19]([CH2:22][C:23]4[CH:28]=[CH:27][C:26]([C:29]5[C:30]([C:35]#[N:36])=[CH:31][CH:32]=[CH:33][CH:34]=5)=[CH:25][CH:24]=4)=[C:18]([CH2:37][CH2:38][CH3:39])[N:17]4[N:40]=[CH:41][N:42]=[C:16]34)[CH2:11][CH2:10]2)[CH2:6][CH2:5][CH2:4]1.N1C(C)=CC=CC=1C.O1CCCC1.FC(F)(F)S(O[Si:62]([C:65]([CH3:68])([CH3:67])[CH3:66])([CH3:64])[CH3:63])(=O)=O. The catalyst is C(OCC)(=O)C. The product is [Si:62]([O:1][CH2:2][C:3]1([CH2:7][O:8][C@H:9]2[CH2:14][CH2:13][C@H:12]([N:15]3[C:20](=[O:21])[C:19]([CH2:22][C:23]4[CH:24]=[CH:25][C:26]([C:29]5[C:30]([C:35]#[N:36])=[CH:31][CH:32]=[CH:33][CH:34]=5)=[CH:27][CH:28]=4)=[C:18]([CH2:37][CH2:38][CH3:39])[N:17]4[N:40]=[CH:41][N:42]=[C:16]34)[CH2:11][CH2:10]2)[CH2:4][CH2:5][CH2:6]1)([C:65]([CH3:68])([CH3:67])[CH3:66])([CH3:64])[CH3:63]. The yield is 0.860. (2) The yield is 0.530. The reactants are Br[C:2]1[CH:3]=[C:4]2[CH:10]=[CH:9][N:8]([Si:11]([CH:18]([CH3:20])[CH3:19])([CH:15]([CH3:17])[CH3:16])[CH:12]([CH3:14])[CH3:13])[C:5]2=[N:6][CH:7]=1.C([Li])(C)(C)C.[C:26]([O:30][C:31]([N:33]1[CH2:37][CH2:36][CH2:35][C:34]1([CH:41]=[O:42])[CH2:38][CH2:39][CH3:40])=[O:32])([CH3:29])([CH3:28])[CH3:27]. The product is [C:26]([O:30][C:31]([N:33]1[CH2:37][CH2:36][CH2:35][C:34]1([CH:41]([OH:42])[C:2]1[CH:3]=[C:4]2[CH:10]=[CH:9][N:8]([Si:11]([CH:18]([CH3:20])[CH3:19])([CH:15]([CH3:17])[CH3:16])[CH:12]([CH3:14])[CH3:13])[C:5]2=[N:6][CH:7]=1)[CH2:38][CH2:39][CH3:40])=[O:32])([CH3:28])([CH3:29])[CH3:27]. The catalyst is CCOCC. (3) The reactants are [CH3:1][O:2][C:3]1[CH:4]=[C:5]([C:9]2[O:13][C:12]([CH3:14])=[C:11]([CH:15]([NH:20][C:21]3[CH:26]=[CH:25][C:24]([C:27]([N:29]([CH3:37])[CH2:30][CH2:31][C:32]([O:34]CC)=[O:33])=[O:28])=[CH:23][CH:22]=3)[CH2:16][CH:17]([CH3:19])[CH3:18])[CH:10]=2)[CH:6]=[CH:7][CH:8]=1.[OH-].[Li+]. The catalyst is C(O)C.O1CCCC1. The product is [CH3:1][O:2][C:3]1[CH:4]=[C:5]([C:9]2[O:13][C:12]([CH3:14])=[C:11]([CH:15]([NH:20][C:21]3[CH:22]=[CH:23][C:24]([C:27]([N:29]([CH3:37])[CH2:30][CH2:31][C:32]([OH:34])=[O:33])=[O:28])=[CH:25][CH:26]=3)[CH2:16][CH:17]([CH3:19])[CH3:18])[CH:10]=2)[CH:6]=[CH:7][CH:8]=1. The yield is 0.910. (4) The reactants are FC1C=CC=C(OC2C=CC(CCC)=CC=2OC)N=1.C(C1C=CC(OC2C=CC(N)=C(F)C=2)=C(OC)C=1)C.[CH2:39]([C:41]1[CH:55]=[CH:54][C:44]([O:45][C:46]2[CH:52]=[C:51]([F:53])[CH:50]=[CH:49][C:47]=2[NH2:48])=[C:43]([O:56]C)[CH:42]=1)[CH3:40]. No catalyst specified. The product is [NH2:48][C:47]1[CH:49]=[CH:50][C:51]([F:53])=[CH:52][C:46]=1[O:45][C:44]1[CH:54]=[CH:55][C:41]([CH2:39][CH3:40])=[CH:42][C:43]=1[OH:56]. The yield is 0.190. (5) The reactants are [Cl:1][C:2]1[CH:9]=[C:8]([C:10]([F:13])([F:12])[F:11])[CH:7]=[CH:6][C:3]=1[CH2:4][NH2:5].ClC(Cl)(O[C:18](=[O:24])[O:19][C:20](Cl)(Cl)Cl)Cl.[N-:26]=[C:27]=[O:28]. The catalyst is CCOC(C)=O.CN(C=O)C. The product is [Cl:1][C:2]1[CH:9]=[C:8]([C:10]([F:11])([F:12])[F:13])[CH:7]=[CH:6][C:3]=1[CH2:4][NH:5][C:27]([NH:26][C:3]1[C:4]2[NH:5][C:18](=[O:24])[O:19][C:20]=2[CH:8]=[CH:9][CH:2]=1)=[O:28]. The yield is 0.100. (6) The reactants are [CH3:1][C:2]1[N:3]([C:7]2[CH:12]=[CH:11][C:10]([NH:13][C:14]3[N:15]=[C:16]([N:24]4[C:32]5[C:27](=[CH:28][CH:29]=[CH:30][CH:31]=5)[CH2:26][C@H:25]4CO)[C:17]4[CH2:23][NH:22][CH2:21]C[C:18]=4[N:19]=3)=[CH:9][CH:8]=2)[CH:4]=[CH:5][N:6]=1.[C:35](O)(=O)[CH3:36].[CH2:39]=[O:40].[C:41]([BH3-])#N.[Na+]. The catalyst is CO. The product is [CH3:21][N:22]1[CH2:36][CH2:35][C:18]2[N:19]=[C:14]([N:13]([CH3:41])[C:10]3[CH:9]=[CH:8][C:7]([N:3]4[CH:4]=[CH:5][N:6]=[C:2]4[CH3:1])=[CH:12][CH:11]=3)[N:15]=[C:16]([N:24]3[C:32]4[C:27](=[CH:28][CH:29]=[CH:30][CH:31]=4)[CH2:26][C@H:25]3[CH2:39][OH:40])[C:17]=2[CH2:23]1. The yield is 0.262. (7) The reactants are [CH2:1]([O:8][C:9]([N:11]1[CH2:16][CH2:15][C:14]([CH2:18][C:19]2[CH:24]=[CH:23][CH:22]=[CH:21][CH:20]=2)(O)[CH2:13][CH2:12]1)=[O:10])[C:2]1[CH:7]=[CH:6][CH:5]=[CH:4][CH:3]=1.N1C=CC=CC=1.O=S(Cl)Cl.Cl. The catalyst is C(Cl)Cl. The product is [CH2:1]([O:8][C:9]([N:11]1[CH2:12][CH:13]=[C:14]([CH2:18][C:19]2[CH:24]=[CH:23][CH:22]=[CH:21][CH:20]=2)[CH2:15][CH2:16]1)=[O:10])[C:2]1[CH:3]=[CH:4][CH:5]=[CH:6][CH:7]=1. The yield is 0.960.